Dataset: TCR-epitope binding with 47,182 pairs between 192 epitopes and 23,139 TCRs. Task: Binary Classification. Given a T-cell receptor sequence (or CDR3 region) and an epitope sequence, predict whether binding occurs between them. (1) The epitope is CTELKLSDY. The TCR CDR3 sequence is CASSQGEQGGTYEQYF. Result: 0 (the TCR does not bind to the epitope). (2) The epitope is KAYNVTQAF. The TCR CDR3 sequence is CAISDTQGNTEAFF. Result: 1 (the TCR binds to the epitope). (3) The epitope is FIAGLIAIV. The TCR CDR3 sequence is CASSLRAMNTEAFF. Result: 0 (the TCR does not bind to the epitope). (4) The epitope is TVYDPLQPELDSFK. The TCR CDR3 sequence is CASSSMGGGTDTQYF. Result: 0 (the TCR does not bind to the epitope). (5) The epitope is MPASWVMRI. The TCR CDR3 sequence is CASSLGLASGSNEQFF. Result: 0 (the TCR does not bind to the epitope). (6) The epitope is TLIGDCATV. The TCR CDR3 sequence is CASSYLRDTYYEQYF. Result: 1 (the TCR binds to the epitope). (7) The epitope is LPAADLDDF. The TCR CDR3 sequence is CASSPRLDYRPDTQYF. Result: 0 (the TCR does not bind to the epitope). (8) The epitope is AVFDRKSDAK. The TCR CDR3 sequence is CASSVAVGTGSGANVLTF. Result: 1 (the TCR binds to the epitope). (9) The epitope is KAYNVTQAF. The TCR CDR3 sequence is CASSLYLGQGANEQFF. Result: 0 (the TCR does not bind to the epitope). (10) The epitope is TTLPVNVAF. The TCR CDR3 sequence is CASSQDDRGKQYF. Result: 0 (the TCR does not bind to the epitope).